From a dataset of Forward reaction prediction with 1.9M reactions from USPTO patents (1976-2016). Predict the product of the given reaction. (1) Given the reactants [N:1]#[C:2]Br.O.[C:5]1([OH:11])[CH:10]=[CH:9][CH:8]=[CH:7][CH:6]=1.C(Cl)(Cl)(Cl)Cl, predict the reaction product. The product is: [O:11]([C:5]1[CH:10]=[CH:9][CH:8]=[CH:7][CH:6]=1)[C:2]#[N:1]. (2) Given the reactants [CH2:1]([O:8][C:9]1[CH:10]=[C:11]2[C:16](=[CH:17][CH:18]=1)[C:15](=[O:19])[N:14]([CH2:20][CH:21]([CH3:23])[CH3:22])[C:13]([CH2:24]Cl)=[C:12]2[O:26][CH2:27][CH2:28][CH2:29][CH3:30])[C:2]1[CH:7]=[CH:6][CH:5]=[CH:4][CH:3]=1.[C:31]1(=[O:41])[NH:35][C:34](=[O:36])[C:33]2=[CH:37][CH:38]=[CH:39][CH:40]=[C:32]12.[K].O, predict the reaction product. The product is: [CH2:1]([O:8][C:9]1[CH:10]=[C:11]2[C:16](=[CH:17][CH:18]=1)[C:15](=[O:19])[N:14]([CH2:20][CH:21]([CH3:23])[CH3:22])[C:13]([CH2:24][N:35]1[C:31](=[O:41])[C:32]3[C:33](=[CH:37][CH:38]=[CH:39][CH:40]=3)[C:34]1=[O:36])=[C:12]2[O:26][CH2:27][CH2:28][CH2:29][CH3:30])[C:2]1[CH:7]=[CH:6][CH:5]=[CH:4][CH:3]=1. (3) Given the reactants [CH2:1]([S:3]([N:6]1[CH2:11][CH2:10][CH:9]([C:12]2[C:20]3[C:15](=[C:16]([C:33]([NH2:35])=[O:34])[CH:17]=[C:18]([C:21]4[CH:26]=[C:25]([O:27][CH3:28])[C:24]([O:29][CH3:30])=[C:23]([CH:31]=O)[CH:22]=4)[CH:19]=3)[NH:14][CH:13]=2)[CH2:8][CH2:7]1)(=[O:5])=[O:4])[CH3:2].C([BH3-])#N.[Na+].[CH3:40][NH:41][CH3:42], predict the reaction product. The product is: [CH3:40][N:41]([CH2:31][C:23]1[CH:22]=[C:21]([C:18]2[CH:19]=[C:20]3[C:15](=[C:16]([C:33]([NH2:35])=[O:34])[CH:17]=2)[NH:14][CH:13]=[C:12]3[CH:9]2[CH2:10][CH2:11][N:6]([S:3]([CH2:1][CH3:2])(=[O:5])=[O:4])[CH2:7][CH2:8]2)[CH:26]=[C:25]([O:27][CH3:28])[C:24]=1[O:29][CH3:30])[CH3:42]. (4) Given the reactants Br[C:2]1[CH:7]=[CH:6][C:5]([N+:8]([O-:10])=[O:9])=[CH:4][CH:3]=1.C(=O)([O-])[O-].[Cs+].[Cs+].[O:17]1[CH2:22][CH2:21]O[CH2:19][CH2:18]1, predict the reaction product. The product is: [O:17]1[CH:22]=[CH:21][C:19]([C:2]2[CH:7]=[CH:6][C:5]([N+:8]([O-:10])=[O:9])=[CH:4][CH:3]=2)=[CH:18]1. (5) Given the reactants [CH3:1][O:2][N:3]=[C:4]([C:11]1[CH:16]=[CH:15][CH:14]=[CH:13][CH:12]=1)[C:5]1[CH:10]=[CH:9][CH:8]=[CH:7][CH:6]=1.[BH3-]C#N.[Na+], predict the reaction product. The product is: [CH3:1][O:2][NH:3][CH:4]([C:5]1[CH:10]=[CH:9][CH:8]=[CH:7][CH:6]=1)[C:11]1[CH:16]=[CH:15][CH:14]=[CH:13][CH:12]=1. (6) Given the reactants [CH:1]([C:3]1[CH:18]=[CH:17][C:6]([O:7][C:8]2[CH:9]=[CH:10][C:11]([C:14]([NH2:16])=[O:15])=[N:12][CH:13]=2)=[CH:5][CH:4]=1)=O.[CH:19]1[C:28]2[C:23](=[CH:24][CH:25]=[CH:26][CH:27]=2)[CH:22]=[CH:21][C:20]=1[CH2:29][CH2:30][NH2:31], predict the reaction product. The product is: [CH:19]1[C:28]2[C:23](=[CH:24][CH:25]=[CH:26][CH:27]=2)[CH:22]=[CH:21][C:20]=1[CH2:29][CH2:30][NH:31][CH2:1][C:3]1[CH:18]=[CH:17][C:6]([O:7][C:8]2[CH:9]=[CH:10][C:11]([C:14]([NH2:16])=[O:15])=[N:12][CH:13]=2)=[CH:5][CH:4]=1. (7) Given the reactants [CH3:1][CH2:2][N:3]([CH:7]([CH3:9])C)[CH:4]([CH3:6])C.[Cl:10][C:11]1[S:15][C:14]([C:16]2[NH:20][N:19]=[C:18]([C:21]([NH:23]CC(O)=O)=[O:22])[CH:17]=2)=[CH:13][CH:12]=1.C1(C2NN=C(C(NCC(O)=O)=[O:40])C=2)C=CC=CC=1.C(C1SC(Cl)=CC=1)(=O)C.C1C=CC2N(O)N=NC=2C=1.CCN=C=NCCCN(C)C.Cl.Cl.[F:78][C:79]1[CH:91]=[CH:90][C:89]([F:92])=[CH:88][C:80]=1[O:81][CH:82]1CCNCC1.Cl.ClC1C=CC=CC=1OC1CCNCC1, predict the reaction product. The product is: [F:78][C:79]1[CH:91]=[CH:90][C:89]([F:92])=[CH:88][C:80]=1[O:81][CH:82]1[CH2:1][CH2:2][N:3]([C:4](=[O:40])[CH2:6][NH:23][C:21]([C:18]2[CH:17]=[C:16]([C:14]3[S:15][C:11]([Cl:10])=[CH:12][CH:13]=3)[NH:20][N:19]=2)=[O:22])[CH2:7][CH2:9]1.